This data is from Forward reaction prediction with 1.9M reactions from USPTO patents (1976-2016). The task is: Predict the product of the given reaction. (1) Given the reactants [O:1]=[C:2]1[C:7]2[CH:8]=[CH:9][CH:10]=[CH:11][C:6]=2[S:5][C:4]([C:12]2[CH:17]=[C:16](/[CH:18]=[CH:19]/[C:20]([O:22]C(C)(C)C)=[O:21])[CH:15]=[CH:14][N:13]=2)=[N:3]1.C(OC(C)C)(C)C, predict the reaction product. The product is: [O:1]=[C:2]1[C:7]2[CH:8]=[CH:9][CH:10]=[CH:11][C:6]=2[S:5][C:4]([C:12]2[CH:17]=[C:16](/[CH:18]=[CH:19]/[C:20]([OH:22])=[O:21])[CH:15]=[CH:14][N:13]=2)=[N:3]1. (2) Given the reactants [NH2:1][C@@H:2]([CH3:7])[CH2:3][C:4]([OH:6])=[O:5].O=S(Cl)Cl.[CH3:12][CH2:13]O, predict the reaction product. The product is: [NH2:1][C@@H:2]([CH3:7])[CH2:3][C:4]([O:6][CH2:12][CH3:13])=[O:5]. (3) Given the reactants Br[C:2]1[CH:7]=[C:6]([NH:8][C:9]([NH:11][CH2:12][CH3:13])=[O:10])[N:5]=[CH:4][C:3]=1[C:14]1[CH:15]=[N:16][CH:17]=[C:18]([C:20]2[O:21][C:22](=[O:25])[NH:23][N:24]=2)[CH:19]=1.[C:26]([Si:28]([CH3:31])([CH3:30])[CH3:29])#[CH:27].CCN(CC)CC, predict the reaction product. The product is: [CH2:12]([NH:11][C:9]([NH:8][C:6]1[N:5]=[CH:4][C:3]([C:14]2[CH:15]=[N:16][CH:17]=[C:18]([C:20]3[O:21][C:22](=[O:25])[NH:23][N:24]=3)[CH:19]=2)=[C:2]([C:27]#[C:26][Si:28]([CH3:31])([CH3:30])[CH3:29])[CH:7]=1)=[O:10])[CH3:13]. (4) Given the reactants [CH2:1]([O:3][C:4]1[CH:5]=[CH:6][C:7]([F:13])=[C:8](B(O)O)[CH:9]=1)[CH3:2].Br[C:15]1[C:20]([CH2:21][CH3:22])=[CH:19][N:18]=[C:17]([C@H:23]2[CH2:27][CH2:26][C@@:25]3([CH2:31][CH2:30][N:29]([CH3:32])[C:28]3=[O:33])[NH:24]2)[CH:16]=1.C(=O)([O-])[O-].[Na+].[Na+], predict the reaction product. The product is: [CH2:1]([O:3][C:4]1[CH:5]=[CH:6][C:7]([F:13])=[C:8]([C:15]2[C:20]([CH2:21][CH3:22])=[CH:19][N:18]=[C:17]([C@H:23]3[CH2:27][CH2:26][C@@:25]4([CH2:31][CH2:30][N:29]([CH3:32])[C:28]4=[O:33])[NH:24]3)[CH:16]=2)[CH:9]=1)[CH3:2]. (5) The product is: [CH3:7][CH2:8][O:9][C:10]([C:12]1[CH:17]([C:18]2[CH:19]=[CH:20][CH:21]=[CH:22][C:23]=2[Cl:24])[C:16]([C:25]([O:27][CH3:28])=[O:26])=[C:15]([CH3:29])[NH:14][C:13]=1[CH2:30][O:31][CH2:32][CH2:33][NH2:34])=[O:11].[CH2:1]([S:3]([O-:6])(=[O:5])=[O:4])[CH3:2]. Given the reactants [CH2:1]([S:3]([OH:6])(=[O:5])=[O:4])[CH3:2].[CH3:7][CH2:8][O:9][C:10]([C:12]1[CH:17]([C:18]2[CH:19]=[CH:20][CH:21]=[CH:22][C:23]=2[Cl:24])[C:16]([C:25]([O:27][CH3:28])=[O:26])=[C:15]([CH3:29])[NH:14][C:13]=1[CH2:30][O:31][CH2:32][CH2:33][NH2:34])=[O:11], predict the reaction product.